Task: Predict the reactants needed to synthesize the given product.. Dataset: Full USPTO retrosynthesis dataset with 1.9M reactions from patents (1976-2016) (1) Given the product [ClH:31].[ClH:31].[NH2:5][CH:9]1[CH2:10][CH2:11][N:12]([CH2:15][C:16]2([F:30])[C:20]3=[C:21]([F:29])[CH:22]=[N:23][C:24]4[CH:25]=[CH:26][C:27](=[O:28])[N:18]([C:19]=43)[CH2:17]2)[CH2:13][CH2:14]1, predict the reactants needed to synthesize it. The reactants are: CC([N:5]([CH:9]1[CH2:14][CH2:13][N:12]([CH2:15][C:16]2([F:30])[C:20]3=[C:21]([F:29])[CH:22]=[N:23][C:24]4[CH:25]=[CH:26][C:27](=[O:28])[N:18]([C:19]=43)[CH2:17]2)[CH2:11][CH2:10]1)C(=O)[O-])(C)C.[ClH:31].O1CCOCC1. (2) Given the product [Br:5][CH2:6][CH2:7][CH2:8][C:9]([CH3:16])([CH3:15])[CH2:10][OH:11], predict the reactants needed to synthesize it. The reactants are: [BH4-].[Li+].CO.[Br:5][CH2:6][CH2:7][CH2:8][C:9]([CH3:16])([CH3:15])[C:10](OCC)=[O:11].[NH4+].[Cl-]. (3) Given the product [N+:8]([C:5]1[N:6]=[CH:7][C:2]([N:16]2[C:12](=[O:11])[C@@H:13]3[CH2:19][N:18]([C:20]([O:22][C:23]([CH3:26])([CH3:25])[CH3:24])=[O:21])[CH2:17][C@@H:14]3[CH2:15]2)=[CH:3][CH:4]=1)([O-:10])=[O:9], predict the reactants needed to synthesize it. The reactants are: Br[C:2]1[CH:3]=[CH:4][C:5]([N+:8]([O-:10])=[O:9])=[N:6][CH:7]=1.[O:11]=[C:12]1[NH:16][CH2:15][C@H:14]2[CH2:17][N:18]([C:20]([O:22][C:23]([CH3:26])([CH3:25])[CH3:24])=[O:21])[CH2:19][C@@H:13]12. (4) Given the product [CH3:1][C:2]1([CH3:9])[CH2:7][C:6](=[O:5])[N:10]([C:11]2[CH:12]=[CH:13][C:14]([C:21]#[N:22])=[C:15]([C:17]([F:18])([F:19])[F:20])[CH:16]=2)[C:3]1=[O:4], predict the reactants needed to synthesize it. The reactants are: [CH3:1][C:2]1([CH3:9])[CH2:7][C:6](=O)[O:5][C:3]1=[O:4].[NH2:10][C:11]1[CH:12]=[CH:13][C:14]([C:21]#[N:22])=[C:15]([C:17]([F:20])([F:19])[F:18])[CH:16]=1. (5) Given the product [Br:24][C:20]1[CH:19]=[C:18]([F:25])[C:17]([CH2:16][O:15][C:12]2[C:11]([C:26]([NH2:27])=[O:28])=[C:10]([NH:9][C:8]([NH:39][CH2:38][CH2:37][CH2:36][CH2:35][N:30]3[CH2:34][CH2:33][CH2:32][CH2:31]3)=[O:29])[S:14][N:13]=2)=[C:22]([F:23])[CH:21]=1, predict the reactants needed to synthesize it. The reactants are: C1(O[C:8](=[O:29])[NH:9][C:10]2[S:14][N:13]=[C:12]([O:15][CH2:16][C:17]3[C:22]([F:23])=[CH:21][C:20]([Br:24])=[CH:19][C:18]=3[F:25])[C:11]=2[C:26](=[O:28])[NH2:27])C=CC=CC=1.[N:30]1([CH2:35][CH2:36][CH2:37][CH2:38][NH2:39])[CH2:34][CH2:33][CH2:32][CH2:31]1.FC1C=C(C)C=C(F)C=1COC1C(C(N)=O)=C(NC(NCCCN2CCN(C)CC2)=O)SN=1.BrC1C=C(F)C(COC2C(C(O)=O)=C(NC(NCCCCN3CCCC3)=O)SN=2)=C(F)C=1.